Predict which catalyst facilitates the given reaction. From a dataset of Catalyst prediction with 721,799 reactions and 888 catalyst types from USPTO. (1) Reactant: Br[C:2]1[N:6]2[CH:7]=[CH:8][N:9]=[CH:10][C:5]2=[N:4][C:3]=1[C:11]1[CH:16]=[CH:15][C:14]([F:17])=[CH:13][CH:12]=1.[N:18]1[CH:23]=[CH:22][C:21](B(O)O)=[CH:20][CH:19]=1.C([O-])([O-])=O.[Cs+].[Cs+].COCCOC. Product: [F:17][C:14]1[CH:15]=[CH:16][C:11]([C:3]2[N:4]=[C:5]3[CH:10]=[N:9][CH:8]=[CH:7][N:6]3[C:2]=2[C:21]2[CH:22]=[CH:23][N:18]=[CH:19][CH:20]=2)=[CH:12][CH:13]=1. The catalyst class is: 103. (2) The catalyst class is: 116. Product: [CH2:1]1[CH2:10][C@H:9]2[N:4]([CH2:5][C@@H:6]3[C@@H:13]4[CH2:14][CH2:15][CH2:16][CH2:17][N:12]4[CH2:11][C@H:8]2[CH2:7]3)[CH2:3][CH2:2]1. Reactant: [CH2:1]1[CH2:10][C@@H:9]2[N:4]([CH2:5][C@H:6]3[C@H:13]4[CH2:14][CH2:15][CH2:16][C:17](=O)[N:12]4[CH2:11][C@@H:8]2[CH2:7]3)[CH2:3][CH2:2]1.[BH4-].[Na+].II.[OH-].[OH-].[K+]. (3) Reactant: [Cl:1][C:2]1[CH:7]=[CH:6][CH:5]=[CH:4][C:3]=1B(O)O.[Br:11][C:12]1[CH:17]=[CH:16][C:15]([OH:18])=[C:14]([O:19][CH3:20])[CH:13]=1. Product: [Br:11][C:12]1[CH:17]=[CH:16][C:15]([O:18][C:3]2[CH:4]=[CH:5][CH:6]=[CH:7][C:2]=2[Cl:1])=[C:14]([O:19][CH3:20])[CH:13]=1. The catalyst class is: 2. (4) Reactant: Br[C:2]1[CH:3]=[C:4]2[C:10]([C:11]([C:13]3[C:14]([F:27])=[C:15]([NH:20][S:21]([CH2:24][CH2:25][CH3:26])(=[O:23])=[O:22])[CH:16]=[CH:17][C:18]=3[F:19])=[O:12])=[CH:9][NH:8][C:5]2=[N:6][CH:7]=1.[N:28]1[CH:33]=[CH:32][CH:31]=[C:30](B(O)O)[CH:29]=1.C(=O)([O-])[O-].[K+].[K+].O. Product: [F:27][C:14]1[C:13]([C:11]([C:10]2[C:4]3[C:5](=[N:6][CH:7]=[C:2]([C:30]4[CH:29]=[N:28][CH:33]=[CH:32][CH:31]=4)[CH:3]=3)[NH:8][CH:9]=2)=[O:12])=[C:18]([F:19])[CH:17]=[CH:16][C:15]=1[NH:20][S:21]([CH2:24][CH2:25][CH3:26])(=[O:23])=[O:22]. The catalyst class is: 790. (5) Reactant: [CH3:1][C:2]1[C:3]([CH2:9][N:10]([CH2:16][C:17]2[C:26]3[C:21](=[CH:22][CH:23]=[CH:24][CH:25]=3)[CH:20]=[CH:19][N:18]=2)[CH2:11][CH2:12][CH2:13][CH2:14][NH2:15])=[N:4][CH:5]=[C:6]([CH3:8])[CH:7]=1.CCN(C(C)C)C(C)C.[NH:36]1[CH:40]=[CH:39][N:38]=[C:37]1[NH:41][C:42](N1C=CN=C1)=[O:43]. Product: [CH3:1][C:2]1[C:3]([CH2:9][N:10]([CH2:16][C:17]2[C:26]3[C:21](=[CH:22][CH:23]=[CH:24][CH:25]=3)[CH:20]=[CH:19][N:18]=2)[CH2:11][CH2:12][CH2:13][CH2:14][NH:15][C:42]([NH:41][C:37]2[NH:36][CH:40]=[CH:39][N:38]=2)=[O:43])=[N:4][CH:5]=[C:6]([CH3:8])[CH:7]=1. The catalyst class is: 163. (6) Reactant: [F:1][CH:2]([F:32])[C:3]1[N:7]([C:8]2[CH:13]=[C:12]([N:14]3[CH2:19][CH2:18][O:17][CH2:16][CH2:15]3)[N:11]=[C:10]([NH:20][C@H:21]3[CH2:26][CH2:25][C@H:24]([NH2:27])[CH2:23][CH2:22]3)[N:9]=2)[C:6]2[CH:28]=[CH:29][CH:30]=[CH:31][C:5]=2[N:4]=1.[C:33](O)(=[O:36])[CH2:34][CH3:35].ON1C2C=CC=CC=2N=N1.N=C=N.C(=O)C1C=CC=CC=1.C(=O)([O-])[O-]. Product: [F:32][CH:2]([F:1])[C:3]1[N:7]([C:8]2[CH:13]=[C:12]([N:14]3[CH2:15][CH2:16][O:17][CH2:18][CH2:19]3)[N:11]=[C:10]([NH:20][C@H:21]3[CH2:22][CH2:23][C@H:24]([NH:27][C:33](=[O:36])[CH2:34][CH3:35])[CH2:25][CH2:26]3)[N:9]=2)[C:6]2[CH:28]=[CH:29][CH:30]=[CH:31][C:5]=2[N:4]=1. The catalyst class is: 289. (7) Reactant: [F:1][C:2]1[CH:10]=[CH:9][C:8]2[CH:7]([CH2:11]O)[CH2:6][CH2:5][C:4]=2[C:3]=1[C:13]#[N:14].CC(OI1(OC(C)=O)(OC(C)=O)OC(=O)C2C1=CC=CC=2)=O.[O-]S([O-])(=S)=O.[Na+].[Na+].C([N:51]1[CH2:56][CH2:55][NH:54][CH2:53][CH2:52]1)(OC(C)(C)C)=O.C([BH3-])#N.[Na+]. Product: [F:1][C:2]1[CH:10]=[CH:9][C:8]2[CH:7]([CH2:11][N:51]3[CH2:56][CH2:55][NH:54][CH2:53][CH2:52]3)[CH2:6][CH2:5][C:4]=2[C:3]=1[C:13]#[N:14]. The catalyst class is: 585.